Regression. Given a peptide amino acid sequence and an MHC pseudo amino acid sequence, predict their binding affinity value. This is MHC class II binding data. From a dataset of Peptide-MHC class II binding affinity with 134,281 pairs from IEDB. (1) The peptide sequence is AAFRIAATAANAA. The MHC is DRB1_0401 with pseudo-sequence DRB1_0401. The binding affinity (normalized) is 0.561. (2) The peptide sequence is GLNITGVTCGPGHGI. The binding affinity (normalized) is 0.370. The MHC is DRB1_0101 with pseudo-sequence DRB1_0101. (3) The peptide sequence is GCIHMARSLANEWRD. The MHC is DRB1_0405 with pseudo-sequence DRB1_0405. The binding affinity (normalized) is 0.552. (4) The peptide sequence is MASHIHLVIHRIRTL. The MHC is DRB5_0101 with pseudo-sequence DRB5_0101. The binding affinity (normalized) is 0. (5) The peptide sequence is NDAIKASTGGAYESY. The MHC is HLA-DPA10103-DPB10301 with pseudo-sequence HLA-DPA10103-DPB10301. The binding affinity (normalized) is 0.302.